From a dataset of Full USPTO retrosynthesis dataset with 1.9M reactions from patents (1976-2016). Predict the reactants needed to synthesize the given product. (1) Given the product [Cl:1][C:2]1[CH:7]=[CH:6][N:5]=[C:4]([C@@H:8]([NH:12][C:28](=[O:27])[O:30][C:31]([CH3:34])([CH3:33])[CH3:32])[CH2:9][CH:10]=[CH2:11])[CH:3]=1, predict the reactants needed to synthesize it. The reactants are: [Cl:1][C:2]1[CH:7]=[CH:6][N:5]=[C:4]([C@@H:8]([NH:12][S@](C(C)(C)C)=O)[CH2:9][CH:10]=[CH2:11])[CH:3]=1.Cl.CCN(CC)CC.[O:27](C(OC(C)(C)C)=O)[C:28]([O:30][C:31]([CH3:34])([CH3:33])[CH3:32])=O. (2) Given the product [CH3:22][O:23][C:24]1[C:29]([N:1]2[CH:5]=[CH:4][C:3]([O:6][CH2:7][C:8]3[C:13]([Cl:14])=[CH:12][CH:11]=[CH:10][C:9]=3[N:15]3[C:19](=[O:20])[N:18]([CH3:21])[N:17]=[N:16]3)=[N:2]2)=[CH:28][CH:27]=[C:26]([O:33][CH3:34])[N:25]=1, predict the reactants needed to synthesize it. The reactants are: [NH:1]1[CH:5]=[CH:4][C:3]([O:6][CH2:7][C:8]2[C:13]([Cl:14])=[CH:12][CH:11]=[CH:10][C:9]=2[N:15]2[C:19](=[O:20])[N:18]([CH3:21])[N:17]=[N:16]2)=[N:2]1.[CH3:22][O:23][C:24]1[C:29](B(O)O)=[CH:28][CH:27]=[C:26]([O:33][CH3:34])[N:25]=1.N1C=CC=CC=1. (3) The reactants are: [CH:1]([C:4]1[CH:5]=[C:6]([OH:10])[CH:7]=[CH:8][CH:9]=1)([CH3:3])[CH3:2].C(O[Cl:16])(C)(C)C. Given the product [Cl:16][C:7]1[CH:8]=[CH:9][C:4]([CH:1]([CH3:3])[CH3:2])=[CH:5][C:6]=1[OH:10].[Cl:16][C:9]1[CH:8]=[CH:7][C:6]([OH:10])=[CH:5][C:4]=1[CH:1]([CH3:3])[CH3:2], predict the reactants needed to synthesize it. (4) Given the product [NH:29]1[C:25]([C:21]2[CH:22]=[CH:23][C:24]3[CH:11]([CH:8]4[CH2:9][CH2:10][NH:5][CH2:6][CH2:7]4)[C:12]4[C:17]([O:18][C:19]=3[CH:20]=2)=[CH:16][CH:15]=[CH:14][CH:13]=4)=[N:26][N:27]=[N:28]1, predict the reactants needed to synthesize it. The reactants are: FC(F)(F)C([N:5]1[CH2:10][CH2:9][CH:8]([CH:11]2[C:24]3[CH:23]=[CH:22][C:21]([C:25]4[NH:29][N:28]=[N:27][N:26]=4)=[CH:20][C:19]=3[O:18][C:17]3[C:12]2=[CH:13][CH:14]=[CH:15][CH:16]=3)[CH2:7][CH2:6]1)=O.[OH-].[Na+].FC(F)(F)C(N1CCC(C2C3C=CC(C4C=CN=CC=4)=CC=3OC3C2=CC=CC=3)CC1)=O. (5) Given the product [CH3:1][C:2]([C:7]1[NH:8][C:9]2[C:14]([CH:15]=1)=[CH:13][C:12]([N+:16]([O-:18])=[O:17])=[CH:11][CH:10]=2)([CH3:6])[C:3]([NH2:29])=[O:4], predict the reactants needed to synthesize it. The reactants are: [CH3:1][C:2]([C:7]1[NH:8][C:9]2[C:14]([CH:15]=1)=[CH:13][C:12]([N+:16]([O-:18])=[O:17])=[CH:11][CH:10]=2)([CH3:6])[C:3](O)=[O:4].C(Cl)CCl.C1C=CC2N(O)N=[N:29]C=2C=1.[Cl-].[NH4+].